From a dataset of Full USPTO retrosynthesis dataset with 1.9M reactions from patents (1976-2016). Predict the reactants needed to synthesize the given product. (1) Given the product [Cl:1][C:2]1[S:9][C:8]2[CH:7]=[CH:6][NH:5][C:4]=2[CH:3]=1, predict the reactants needed to synthesize it. The reactants are: [Cl:1][C:2]1[S:9][C:8]2[CH:7]=[C:6](C(O)=O)[NH:5][C:4]=2[CH:3]=1.Cl. (2) Given the product [CH3:1][O:2][C:3]1[CH:8]=[C:7]([CH:19]([CH3:25])[C:20]([O:22][CH2:23][CH3:24])=[O:21])[CH:6]=[CH:5][C:4]=1[N+:9]([O-:11])=[O:10], predict the reactants needed to synthesize it. The reactants are: [CH3:1][O:2][C:3]1[CH:8]=[CH:7][CH:6]=[CH:5][C:4]=1[N+:9]([O-:11])=[O:10].CC(C)([O-])C.[K+].Cl[CH:19]([CH3:25])[C:20]([O:22][CH2:23][CH3:24])=[O:21]. (3) Given the product [CH2:9]([NH:11][CH2:7][C:2]1[CH:3]=[CH:4][CH:5]=[CH:6][N:1]=1)[CH3:10], predict the reactants needed to synthesize it. The reactants are: [N:1]1[CH:6]=[CH:5][CH:4]=[CH:3][C:2]=1[CH:7]=O.[CH2:9]([NH2:11])[CH3:10]. (4) Given the product [Cl:1][C:2]1[CH:3]=[CH:4][C:5]([C:6]([NH:8][CH:9]([CH2:13][C:14]2[C:23]3[C:18](=[CH:19][CH:20]=[CH:21][CH:22]=3)[NH:17][C:16](=[O:24])[CH:15]=2)[C:10]([S:11][CH2:32][C:31]2[CH:34]=[CH:35][CH:36]=[C:29]([C:27]#[N:28])[CH:30]=2)=[O:12])=[O:7])=[CH:25][CH:26]=1, predict the reactants needed to synthesize it. The reactants are: [Cl:1][C:2]1[CH:26]=[CH:25][C:5]([C:6]([NH:8][CH:9]([CH2:13][C:14]2[C:23]3[C:18](=[CH:19][CH:20]=[CH:21][CH:22]=3)[NH:17][C:16](=[O:24])[CH:15]=2)[C:10]([OH:12])=[S:11])=[O:7])=[CH:4][CH:3]=1.[C:27]([C:29]1[CH:30]=[C:31]([CH:34]=[CH:35][CH:36]=1)[CH2:32]Cl)#[N:28]. (5) Given the product [CH3:7][C:6]1[CH:5]=[C:4]([CH:3]=[C:2]([CH3:8])[N:1]=1)[C:26]#[N:25], predict the reactants needed to synthesize it. The reactants are: [N+:1]1([O-])[C:2]([CH3:8])=[CH:3][CH:4]=[CH:5][C:6]=1[CH3:7].S(OC)(OC)(=O)=O.COS([O-])(=O)=O.CO[N+:25]1C(C)=CC=C[C:26]=1C.[C-]#N.[K+]. (6) Given the product [F:39][C:38]([F:41])([F:40])[S:35]([O:17][C:14]1[CH2:13][CH2:12][N:11]([C:9]([O:8][CH2:1][C:2]2[CH:7]=[CH:6][CH:5]=[CH:4][CH:3]=2)=[O:10])[CH2:16][CH:15]=1)(=[O:37])=[O:36], predict the reactants needed to synthesize it. The reactants are: [CH2:1]([O:8][C:9]([N:11]1[CH2:16][CH2:15][C:14](=[O:17])[CH2:13][CH2:12]1)=[O:10])[C:2]1[CH:7]=[CH:6][CH:5]=[CH:4][CH:3]=1.C[Si]([N-][Si](C)(C)C)(C)C.[Li+].C1C=CC(N([S:35]([C:38]([F:41])([F:40])[F:39])(=[O:37])=[O:36])[S:35]([C:38]([F:41])([F:40])[F:39])(=[O:37])=[O:36])=CC=1. (7) Given the product [C:17]([O:16][C:12]([NH:13][NH:14][C:8]1[CH:7]=[CH:6][C:3]([C:4]#[N:5])=[C:2]([F:1])[C:9]=1[F:10])=[O:15])([CH3:20])([CH3:19])[CH3:18], predict the reactants needed to synthesize it. The reactants are: [F:1][C:2]1[C:9]([F:10])=[C:8](F)[CH:7]=[CH:6][C:3]=1[C:4]#[N:5].[C:12]([O:16][C:17]([CH3:20])([CH3:19])[CH3:18])(=[O:15])[NH:13][NH2:14].CCN(C(C)C)C(C)C.